Dataset: Reaction yield outcomes from USPTO patents with 853,638 reactions. Task: Predict the reaction yield, written as a fraction of the theoretical maximum amount of product (1.0 means a 100% yield; for example, 0.34 means a 34% yield). (1) The reactants are [Na].[C:2]([C:4]([C:11]#[N:12])=[C:5]([NH:8][C:9]#[N:10])[S:6][CH3:7])#[N:3].[BrH:13]. The catalyst is C(O)(=O)C. The product is [NH2:10][C:9]1[N:3]=[C:2]([Br:13])[C:4]([C:11]#[N:12])=[C:5]([S:6][CH3:7])[N:8]=1. The yield is 0.830. (2) The reactants are [Br:1][C:2]1[C:10]([F:11])=[CH:9][C:5]([C:6]([OH:8])=[O:7])=[C:4]([N+:12]([O-:14])=[O:13])[CH:3]=1.[C:15](=O)([O-])[O-].[K+].[K+].CI. The catalyst is CN(C=O)C. The product is [Br:1][C:2]1[C:10]([F:11])=[CH:9][C:5]([C:6]([O:8][CH3:15])=[O:7])=[C:4]([N+:12]([O-:14])=[O:13])[CH:3]=1. The yield is 0.940. (3) The reactants are Br[C:2]1[CH:14]=[N:13][C:5]2[NH:6][C:7](=[O:12])[CH2:8][N:9]([CH3:11])[CH2:10][C:4]=2[CH:3]=1.[C:15]([O:19][C:20]([CH3:23])([CH3:22])[CH3:21])(=[O:18])[CH:16]=[CH2:17].C(N(C(C)C)C(C)C)C.CC1C=CC=CC=1P(C1C=CC=CC=1C)C1C=CC=CC=1C. The catalyst is C(#N)CC.CN(C=O)C.C(Cl)Cl.CC([O-])=O.CC([O-])=O.[Pd+2]. The product is [C:20]([O:19][C:15](=[O:18])/[CH:16]=[CH:17]/[C:2]1[CH:14]=[N:13][C:5]2[NH:6][C:7](=[O:12])[CH2:8][N:9]([CH3:11])[CH2:10][C:4]=2[CH:3]=1)([CH3:23])([CH3:22])[CH3:21]. The yield is 0.800. (4) The product is [Br:1][C:2]1([C:23]2[O:26][CH:22]=[N:21][CH:20]=2)[S:6][CH2:5][CH:4]=[C:3]1[CH3:9]. The catalyst is CO. The yield is 0.800. The reactants are [Br:1][C:2]1[S:6][C:5](C=O)=[CH:4][C:3]=1[CH3:9].S([CH2:20][N+:21]#[C-:22])(C1C=CC(C)=CC=1)(=O)=O.[C:23]([O-:26])([O-])=O.[K+].[K+]. (5) The reactants are [Li+].C[Si]([N-][Si](C)(C)C)(C)C.[F:11][C:12]1[CH:13]=[C:14]2[C:18](=[CH:19][CH:20]=1)[N:17]([C:21]([O:23][C:24]([CH3:27])([CH3:26])[CH3:25])=[O:22])[C:16]([C:28]1[O:32][CH:31]=[N:30][CH:29]=1)=[CH:15]2.[Cl:33]C(Cl)(Cl)C(Cl)(Cl)Cl. The catalyst is C1COCC1. The product is [Cl:33][C:31]1[O:32][C:28]([C:16]2[N:17]([C:21]([O:23][C:24]([CH3:27])([CH3:25])[CH3:26])=[O:22])[C:18]3[C:14]([CH:15]=2)=[CH:13][C:12]([F:11])=[CH:20][CH:19]=3)=[CH:29][N:30]=1. The yield is 0.770. (6) The reactants are [NH2:1][CH:2]([C:6]([CH3:9])([CH3:8])[CH3:7])[C:3]([OH:5])=[O:4].O.[O:11]1[CH2:15][CH2:14][CH:13]([O:16][C:17](=O)[O:18]C2C=CC([N+]([O-])=O)=CC=2)[CH2:12]1.CCN(C(C)C)C(C)C. The catalyst is CC#N.CO. The product is [CH3:7][C:6]([CH3:9])([CH3:8])[CH:2]([NH:1][C:17]([O:16][CH:13]1[CH2:14][CH2:15][O:11][CH2:12]1)=[O:18])[C:3]([OH:5])=[O:4]. The yield is 0.650.